This data is from Forward reaction prediction with 1.9M reactions from USPTO patents (1976-2016). The task is: Predict the product of the given reaction. (1) Given the reactants C(O[C:6]([N:8]1[CH2:13][CH2:12][N:11](C2C(=O)N(CC(C)C)N=C(C3C=CC(C)=C(F)C=3)C=2C)[CH2:10][CH2:9]1)=O)(C)(C)C.[F:34][C:35]1[CH:36]=[C:37]([C:43]2[CH:44]=[C:45]([CH2:60]OS(C)(=O)=O)[C:46](=[O:59])[N:47]([CH2:49][CH2:50][CH2:51][C:52]3[CH:57]=[CH:56][C:55]([F:58])=[CH:54][CH:53]=3)[N:48]=2)[CH:38]=[CH:39][C:40]=1[O:41][CH3:42].CN1CCNCC1, predict the reaction product. The product is: [F:34][C:35]1[CH:36]=[C:37]([C:43]2[CH:44]=[C:45]([CH2:60][N:11]3[CH2:12][CH2:13][N:8]([CH3:6])[CH2:9][CH2:10]3)[C:46](=[O:59])[N:47]([CH2:49][CH2:50][CH2:51][C:52]3[CH:57]=[CH:56][C:55]([F:58])=[CH:54][CH:53]=3)[N:48]=2)[CH:38]=[CH:39][C:40]=1[O:41][CH3:42]. (2) Given the reactants [Cl:1][C:2]1[CH:3]=[C:4]2[C:10]3([CH2:14][C:13](=[O:15])[N:12](CC4C=CC=CC=4F)[CH2:11]3)[C:9](=[O:24])[N:8]([CH2:25][C:26]([O:28][C:29]([CH3:32])([CH3:31])[CH3:30])=[O:27])[C:5]2=[CH:6][CH:7]=1.Br[CH2:34][C:35]1[C:36]([CH3:46])=[N:37][O:38][C:39]=1[C:40]1[CH:45]=[CH:44][CH:43]=[CH:42][CH:41]=1, predict the reaction product. The product is: [Cl:1][C:2]1[CH:3]=[C:4]2[C:10]3([CH2:14][C:13](=[O:15])[N:12]([CH2:34][C:35]4[C:36]([CH3:46])=[N:37][O:38][C:39]=4[C:40]4[CH:45]=[CH:44][CH:43]=[CH:42][CH:41]=4)[CH2:11]3)[C:9](=[O:24])[N:8]([CH2:25][C:26]([O:28][C:29]([CH3:32])([CH3:31])[CH3:30])=[O:27])[C:5]2=[CH:6][CH:7]=1.